Dataset: Catalyst prediction with 721,799 reactions and 888 catalyst types from USPTO. Task: Predict which catalyst facilitates the given reaction. Reactant: [NH2:1][C:2]1[C:11]([Cl:12])=[C:10]([F:13])[C:9]([O:14][CH3:15])=[C:8]2[C:3]=1[C:4](=[O:24])[C:5]([C:19]([O:21]CC)=[O:20])=[CH:6][N:7]2[CH:16]1[CH2:18][CH2:17]1.[OH-].[Na+].Cl. Product: [NH2:1][C:2]1[C:11]([Cl:12])=[C:10]([F:13])[C:9]([O:14][CH3:15])=[C:8]2[C:3]=1[C:4](=[O:24])[C:5]([C:19]([OH:21])=[O:20])=[CH:6][N:7]2[CH:16]1[CH2:17][CH2:18]1. The catalyst class is: 14.